Dataset: Catalyst prediction with 721,799 reactions and 888 catalyst types from USPTO. Task: Predict which catalyst facilitates the given reaction. (1) Reactant: [Br:1][C:2]1[CH:7]=[CH:6][CH:5]=[CH:4][C:3]=1[NH:8][C:9](=[O:18])/[CH:10]=[CH:11]/C1C=CC=CC=1.[Cl-].[Cl-].[Cl-].[Al+3]. Product: [Br:1][C:2]1[CH:7]=[CH:6][CH:5]=[C:4]2[C:3]=1[NH:8][C:9](=[O:18])[CH:10]=[CH:11]2. The catalyst class is: 159. (2) Reactant: [CH:1]1([NH:4][C:5]2[CH:6]=[C:7]([O:26][CH2:27][CH2:28][O:29][CH3:30])[CH:8]=[C:9]3[C:13]=2[N:12]([C:14]([O:16][C:17]([CH3:20])([CH3:19])[CH3:18])=[O:15])[CH:11]([C:21]([O:23][CH2:24][CH3:25])=[O:22])[CH2:10]3)[CH2:3][CH2:2]1.[N:31]1[CH:36]=[CH:35][CH:34]=[CH:33][C:32]=1[S:37](Cl)(=[O:39])=[O:38]. Product: [CH:1]1([N:4]([S:37]([C:32]2[CH:33]=[CH:34][CH:35]=[CH:36][N:31]=2)(=[O:39])=[O:38])[C:5]2[CH:6]=[C:7]([O:26][CH2:27][CH2:28][O:29][CH3:30])[CH:8]=[C:9]3[C:13]=2[N:12]([C:14]([O:16][C:17]([CH3:19])([CH3:18])[CH3:20])=[O:15])[CH:11]([C:21]([O:23][CH2:24][CH3:25])=[O:22])[CH2:10]3)[CH2:2][CH2:3]1. The catalyst class is: 17. (3) Reactant: [C:1]([O:5][CH:6]([C:11]1[N:12]([CH3:30])[C:13](=[O:29])[C:14]2[C:19]([C:20]=1[C:21]1[CH:26]=[CH:25][C:24]([CH3:27])=[C:23]([CH3:28])[CH:22]=1)=[CH:18][CH:17]=[CH:16][CH:15]=2)[C:7]([O:9][CH3:10])=[O:8])([CH3:4])([CH3:3])[CH3:2].[Br:31]Br. Product: [Br:31][C:16]1[CH:15]=[C:14]2[C:19]([C:20]([C:21]3[CH:26]=[CH:25][C:24]([CH3:27])=[C:23]([CH3:28])[CH:22]=3)=[C:11]([CH:6]([O:5][C:1]([CH3:3])([CH3:4])[CH3:2])[C:7]([O:9][CH3:10])=[O:8])[N:12]([CH3:30])[C:13]2=[O:29])=[CH:18][CH:17]=1. The catalyst class is: 204. (4) Reactant: [OH:1][C:2]1[CH:11]=[C:10]2[C:5]([CH:6]=[C:7]([C:13]3[CH:18]=[CH:17][CH:16]=[CH:15][CH:14]=3)[C:8](=[O:12])[O:9]2)=[CH:4][C:3]=1[O:19][CH3:20].[N+:21]([O-])([OH:23])=[O:22]. Product: [OH:1][C:2]1[C:11]([N+:21]([O-:23])=[O:22])=[C:10]2[C:5]([CH:6]=[C:7]([C:13]3[CH:14]=[CH:15][CH:16]=[CH:17][CH:18]=3)[C:8](=[O:12])[O:9]2)=[CH:4][C:3]=1[O:19][CH3:20]. The catalyst class is: 21. (5) Reactant: C([O-])([O-])=O.[K+].[K+].Cl[CH2:8][C:9](=[O:17])[CH2:10][C:11]1[CH:16]=[CH:15][CH:14]=[CH:13][CH:12]=1.[CH3:18][C:19]([CH3:33])([CH3:32])[CH2:20][CH2:21][NH:22][C:23](=[O:31])[C:24]1[CH:29]=[CH:28][CH:27]=[N:26][C:25]=1[SH:30].CCCCCC.CC(=O)OCC. Product: [CH3:18][C:19]([CH3:33])([CH3:32])[CH2:20][CH2:21][NH:22][C:23]([C:24]1[C:25]([S:30][CH2:8][C:9](=[O:17])[CH2:10][C:11]2[CH:16]=[CH:15][CH:14]=[CH:13][CH:12]=2)=[N:26][CH:27]=[CH:28][CH:29]=1)=[O:31]. The catalyst class is: 21. (6) Reactant: [N:1]1([C:7]2[CH:8]=[C:9]([C:23](=[O:25])[CH3:24])[CH:10]=[CH:11][C:12]=2[CH:13]2[CH2:18][C:17]([CH3:20])([CH3:19])[CH2:16][C:15]([CH3:22])([CH3:21])[CH2:14]2)[CH2:6][CH2:5][NH:4][CH2:3][CH2:2]1.[CH:26](=O)[CH2:27][CH3:28].C(O[BH-](OC(=O)C)OC(=O)C)(=O)C.[Na+].C(=O)([O-])O.[Na+]. Product: [CH2:26]([N:4]1[CH2:5][CH2:6][N:1]([C:7]2[CH:8]=[C:9]([C:23](=[O:25])[CH3:24])[CH:10]=[CH:11][C:12]=2[CH:13]2[CH2:14][C:15]([CH3:22])([CH3:21])[CH2:16][C:17]([CH3:19])([CH3:20])[CH2:18]2)[CH2:2][CH2:3]1)[CH2:27][CH3:28]. The catalyst class is: 469. (7) Reactant: C([Si]([C:8]1[C:13]([F:14])=[C:12]([C:15]2[C:23]3[C:18](=[N:19][CH:20]=[N:21][CH:22]=3)[NH:17][N:16]=2)[N:11]=[C:10]([N:24]2[CH2:29][CH2:28][NH:27][C@H:26]([C@:30]([CH3:39])([O:34][Si](C)(C)C)[CH:31]([CH3:33])[CH3:32])[CH2:25]2)[C:9]=1[F:40])(C)C)(C)(C)C.CCCC[N+](CCCC)(CCCC)CCCC.[F-]. Product: [F:40][C:9]1[C:10]([N:24]2[CH2:29][CH2:28][NH:27][C@H:26]([C@:30]([OH:34])([CH:31]([CH3:32])[CH3:33])[CH3:39])[CH2:25]2)=[N:11][C:12]([C:15]2[C:23]3[C:18](=[N:19][CH:20]=[N:21][CH:22]=3)[NH:17][N:16]=2)=[C:13]([F:14])[CH:8]=1. The catalyst class is: 49. (8) Reactant: [Cl:1][C:2]1[CH:23]=[CH:22][C:5]([CH2:6][NH:7][C:8]2[CH:9]=[C:10]3[C:14](=[CH:15][CH:16]=2)[C:13](=[O:17])[N:12]([CH:18]([CH3:20])[CH3:19])[C:11]3=[O:21])=[CH:4][CH:3]=1.N1C=CC=CC=1.[CH3:30][N:31]1[CH:35]=[C:34]([S:36](Cl)(=[O:38])=[O:37])[N:33]=[CH:32]1. Product: [Cl:1][C:2]1[CH:23]=[CH:22][C:5]([CH2:6][N:7]([C:8]2[CH:9]=[C:10]3[C:14](=[CH:15][CH:16]=2)[C:13](=[O:17])[N:12]([CH:18]([CH3:20])[CH3:19])[C:11]3=[O:21])[S:36]([C:34]2[N:33]=[CH:32][N:31]([CH3:30])[CH:35]=2)(=[O:38])=[O:37])=[CH:4][CH:3]=1. The catalyst class is: 4. (9) Reactant: [NH2:1][C:2]1[CH:3]=[C:4]([C:37]2[CH:38]=[CH:39][C:40]3[N:41]([C:44](=[O:47])[NH:45][N:46]=3)[C:42]=2[CH3:43])[C:5]([C@@H:8]([NH:18][C:19](=[O:36])[CH2:20][N:21]2[C:25]3[C:26]([F:31])([F:30])[C@@H:27]4[CH2:29][C@@H:28]4[C:24]=3[C:23]([C:32]([F:35])([F:34])[F:33])=[N:22]2)[CH2:9][C:10]2[CH:15]=[C:14]([F:16])[CH:13]=[C:12]([F:17])[CH:11]=2)=[N:6][CH:7]=1.N1C=CC=CC=1.[F:54][C:55]([F:66])([F:65])[C:56](O[C:56](=[O:57])[C:55]([F:66])([F:65])[F:54])=[O:57]. Product: [F:30][C:26]1([F:31])[C:25]2[N:21]([CH2:20][C:19]([NH:18][C@H:8]([C:5]3[N:6]=[CH:7][C:2]([NH:1][C:56](=[O:57])[C:55]([F:66])([F:65])[F:54])=[CH:3][C:4]=3[C:37]3[CH:38]=[CH:39][C:40]4[N:41]([C:44](=[O:47])[NH:45][N:46]=4)[C:42]=3[CH3:43])[CH2:9][C:10]3[CH:11]=[C:12]([F:17])[CH:13]=[C:14]([F:16])[CH:15]=3)=[O:36])[N:22]=[C:23]([C:32]([F:34])([F:35])[F:33])[C:24]=2[C@H:28]2[CH2:29][C@@H:27]12. The catalyst class is: 2.